This data is from Catalyst prediction with 721,799 reactions and 888 catalyst types from USPTO. The task is: Predict which catalyst facilitates the given reaction. (1) Product: [CH2:14]([O:13][C:11]([C:6]12[CH2:5][CH2:4][C:3]([NH:2][CH2:25][C:26]([N:28]3[CH2:32][C@@H:31]([F:33])[CH2:30][C@H:29]3[C:34]([NH2:36])=[O:35])=[O:27])([CH2:10][CH2:9]1)[CH2:8][CH2:7]2)=[O:12])[CH3:15]. The catalyst class is: 145. Reactant: Cl.[NH2:2][C:3]12[CH2:10][CH2:9][C:6]([C:11]([O:13][CH2:14][CH3:15])=[O:12])([CH2:7][CH2:8]1)[CH2:5][CH2:4]2.C(=O)([O-])[O-].[K+].[K+].[I-].[K+].Cl[CH2:25][C:26]([N:28]1[CH2:32][C@@H:31]([F:33])[CH2:30][C@H:29]1[C:34]([NH2:36])=[O:35])=[O:27]. (2) Reactant: Br[C:2]1[C:3]([CH3:8])=[N:4][CH:5]=[CH:6][CH:7]=1.[Li]CCCC.CN([CH:17]=[O:18])C. Product: [CH3:8][C:3]1[N:4]=[CH:5][CH:6]=[CH:7][C:2]=1[CH:17]=[O:18]. The catalyst class is: 1.